From a dataset of Full USPTO retrosynthesis dataset with 1.9M reactions from patents (1976-2016). Predict the reactants needed to synthesize the given product. (1) Given the product [CH2:1]([S:3][C:4]1[CH:9]=[CH:8][CH:7]=[CH:6][C:5]=1[C:14]1[CH:15]=[CH:16][C:17]2[N:18]([CH:21]=[C:22]([C:24]([F:30])([F:29])[C:25]([F:28])([F:27])[F:26])[N:23]=2)[C:19]=1[CH3:20])[CH3:2], predict the reactants needed to synthesize it. The reactants are: [CH2:1]([S:3][C:4]1[CH:9]=[CH:8][CH:7]=[CH:6][C:5]=1B(O)O)[CH3:2].Br[C:14]1[CH:15]=[CH:16][C:17]2[N:18]([CH:21]=[C:22]([C:24]([F:30])([F:29])[C:25]([F:28])([F:27])[F:26])[N:23]=2)[C:19]=1[CH3:20].P([O-])([O-])([O-])=O.[K+].[K+].[K+].O1CCOCC1. (2) Given the product [CH3:1][C:2]1[O:6][N:5]=[C:4]([C:7]2[CH:12]=[CH:11][CH:10]=[CH:9][CH:8]=2)[C:3]=1[C:13]1[CH:14]=[C:15]([NH2:16])[NH:18][N:19]=1, predict the reactants needed to synthesize it. The reactants are: [CH3:1][C:2]1[O:6][N:5]=[C:4]([C:7]2[CH:12]=[CH:11][CH:10]=[CH:9][CH:8]=2)[C:3]=1[C:13](=O)[CH2:14][C:15]#[N:16].[NH2:18][NH2:19]. (3) Given the product [Br:1][C:2]1[CH:3]=[C:4]([N:8]2[C:16]3[C:11](=[CH:12][C:13]([CH2:17][OH:18])=[CH:14][CH:15]=3)[C:10]([C:26]([O:28][CH3:29])=[O:27])=[N:9]2)[CH:5]=[CH:6][CH:7]=1, predict the reactants needed to synthesize it. The reactants are: [Br:1][C:2]1[CH:3]=[C:4]([N:8]2[C:16]3[C:11](=[CH:12][C:13]([CH2:17][O:18][Si](C(C)(C)C)(C)C)=[CH:14][CH:15]=3)[C:10]([C:26]([O:28][CH3:29])=[O:27])=[N:9]2)[CH:5]=[CH:6][CH:7]=1.[F-].C([N+](CCCC)(CCCC)CCCC)CCC. (4) Given the product [CH2:1]([O:8][C:9](=[O:30])[C@@H:10]([NH:22][C:23]([O:25][C:26]([CH3:27])([CH3:29])[CH3:28])=[O:24])[CH2:11][CH2:12][C:13]1[N:17]([CH2:34][CH2:35][CH3:36])[C:16]2[CH:18]=[CH:19][CH:20]=[CH:21][C:15]=2[N:14]=1)[C:2]1[CH:7]=[CH:6][CH:5]=[CH:4][CH:3]=1, predict the reactants needed to synthesize it. The reactants are: [CH2:1]([O:8][C:9](=[O:30])[C@@H:10]([NH:22][C:23]([O:25][C:26]([CH3:29])([CH3:28])[CH3:27])=[O:24])[CH2:11][CH2:12][C:13]1[NH:17][C:16]2[CH:18]=[CH:19][CH:20]=[CH:21][C:15]=2[N:14]=1)[C:2]1[CH:7]=[CH:6][CH:5]=[CH:4][CH:3]=1.[H-].[Na+].I[CH2:34][CH2:35][CH3:36].Cl. (5) The reactants are: [OH:1][C:2]1[CH:9]=[C:8]([OH:10])[CH:7]=[CH:6][C:3]=1[CH:4]=[O:5].C1(P(C2C=CC=CC=2)C2C=CC=CC=2)C=CC=CC=1.[Cl:30][C:31]1[C:36]([C:37]2[CH:46]=[CH:45][C:40]3[O:41][CH2:42][CH2:43][O:44][C:39]=3[CH:38]=2)=[CH:35][CH:34]=[CH:33][C:32]=1[CH2:47]O.N(C(OC(C)C)=O)=NC(OC(C)C)=O. Given the product [Cl:30][C:31]1[C:36]([C:37]2[CH:46]=[CH:45][C:40]3[O:41][CH2:42][CH2:43][O:44][C:39]=3[CH:38]=2)=[CH:35][CH:34]=[CH:33][C:32]=1[CH2:47][O:10][C:8]1[CH:7]=[CH:6][C:3]([CH:4]=[O:5])=[C:2]([OH:1])[CH:9]=1, predict the reactants needed to synthesize it. (6) Given the product [N+:16]([C:12]1[CH:11]=[C:10]([N:8]2[CH:9]=[C:5]([C:3]([OH:4])=[O:2])[N:6]=[CH:7]2)[CH:15]=[CH:14][CH:13]=1)([O-:18])=[O:17], predict the reactants needed to synthesize it. The reactants are: C[O:2][C:3]([C:5]1[N:6]=[CH:7][N:8]([C:10]2[CH:15]=[CH:14][CH:13]=[C:12]([N+:16]([O-:18])=[O:17])[CH:11]=2)[CH:9]=1)=[O:4].[OH-].[Na+].